From a dataset of Full USPTO retrosynthesis dataset with 1.9M reactions from patents (1976-2016). Predict the reactants needed to synthesize the given product. (1) Given the product [CH2:1]([O:8][C:9]([N:11]1[CH2:16][CH2:15][C:14]([CH2:22][CH2:23][C:24]2[N:34]([CH2:35][C:36](=[O:44])[NH:37][CH:38]3[CH2:39][CH2:40][CH2:41][CH2:42][CH2:43]3)[C:27]3[CH:28]=[CH:29][C:30]([C:32]#[N:33])=[CH:31][C:26]=3[N:25]=2)([C:17]([O:19][CH2:20][CH3:21])=[O:18])[CH2:13][CH2:12]1)=[O:10])[C:26]1[CH:31]=[CH:30][CH:29]=[CH:28][CH:27]=1, predict the reactants needed to synthesize it. The reactants are: [CH2:1]([O:8][C:9]([N:11]1[CH2:16][CH2:15][C:14]([CH2:22][CH2:23][C:24](=O)[NH:25][C:26]2[CH:31]=[C:30]([C:32]#[N:33])[CH:29]=[CH:28][C:27]=2[NH:34][CH2:35][C:36](=[O:44])[NH:37][CH:38]2[CH2:43][CH2:42][CH2:41][CH2:40][CH2:39]2)([C:17]([O:19][CH2:20][CH3:21])=[O:18])[CH2:13][CH2:12]1)=[O:10])C1C=CC=CC=1. (2) Given the product [NH2:9][C:7]1[CH:6]=[CH:5][C:4]([N:12]2[CH2:17][CH2:16][N:15]([C:18]([O:20][C:21]([CH3:22])([CH3:23])[CH3:24])=[O:19])[CH2:14][C@@H:13]2[CH3:25])=[C:3]([CH2:2][OH:1])[CH:8]=1, predict the reactants needed to synthesize it. The reactants are: [OH:1][CH2:2][C:3]1[CH:8]=[C:7]([N+:9]([O-])=O)[CH:6]=[CH:5][C:4]=1[N:12]1[CH2:17][CH2:16][N:15]([C:18]([O:20][C:21]([CH3:24])([CH3:23])[CH3:22])=[O:19])[CH2:14][C@@H:13]1[CH3:25].[H][H].